The task is: Predict the reactants needed to synthesize the given product.. This data is from Full USPTO retrosynthesis dataset with 1.9M reactions from patents (1976-2016). (1) Given the product [Cl-:13].[CH:1]1([CH2:6][NH2+:7][CH2:8][CH2:9][Cl:13])[CH2:5][CH2:4][CH2:3][CH2:2]1, predict the reactants needed to synthesize it. The reactants are: [CH:1]1([CH2:6][NH:7][CH2:8][CH2:9]O)[CH2:5][CH2:4][CH2:3][CH2:2]1.O=S(Cl)[Cl:13]. (2) Given the product [Br:20][C:6]1[CH:5]=[C:4]2[C:9]([C:10]([C:12]3[CH:13]=[CH:14][C:15]([O:18][CH3:19])=[CH:16][CH:17]=3)=[N:11][N:2]([NH:1][C:31](=[O:32])[CH2:30][C:25]3[CH:24]=[C:23]([F:22])[CH:28]=[C:27]([F:29])[CH:26]=3)[C:3]2=[O:21])=[CH:8][CH:7]=1, predict the reactants needed to synthesize it. The reactants are: [NH2:1][N:2]1[N:11]=[C:10]([C:12]2[CH:17]=[CH:16][C:15]([O:18][CH3:19])=[CH:14][CH:13]=2)[C:9]2[C:4](=[CH:5][C:6]([Br:20])=[CH:7][CH:8]=2)[C:3]1=[O:21].[F:22][C:23]1[CH:24]=[C:25]([CH2:30][C:31](Cl)=[O:32])[CH:26]=[C:27]([F:29])[CH:28]=1. (3) Given the product [C:10]([N:6]1[CH:7]=[CH:8][C:4]([I:3])=[N:5]1)([CH3:12])([CH3:11])[CH3:9], predict the reactants needed to synthesize it. The reactants are: N#N.[I:3][C:4]1[CH:8]=[CH:7][NH:6][N:5]=1.[CH3:9][C:10](O)([CH3:12])[CH3:11].S(=O)(=O)(O)O. (4) Given the product [N:11]1([C:14]([C:15]2[CH:20]=[CH:19][CH:18]=[CH:17][C:16]=2[C:21]([F:24])([F:22])[F:23])=[S:25])[CH2:12][CH2:13][NH:8][CH2:9][CH2:10]1, predict the reactants needed to synthesize it. The reactants are: C(OC([N:8]1[CH2:13][CH2:12][N:11]([C:14](=[S:25])[C:15]2[CH:20]=[CH:19][CH:18]=[CH:17][C:16]=2[C:21]([F:24])([F:23])[F:22])[CH2:10][CH2:9]1)=O)(C)(C)C. (5) Given the product [CH2:24]([N:31]1[CH2:40][CH2:39][C:38]2[N:37]=[CH:36][C:35]([C:13]3[CH:12]=[CH:11][N:10]=[C:9]([NH:8][C:6]4[CH:5]=[CH:4][N:3]=[C:2]([CH3:1])[N:7]=4)[CH:14]=3)=[CH:34][C:33]=2[C:32]1=[O:42])[C:25]1[CH:26]=[CH:27][CH:28]=[CH:29][CH:30]=1, predict the reactants needed to synthesize it. The reactants are: [CH3:1][C:2]1[N:7]=[C:6]([NH:8][C:9]2[CH:14]=[C:13](B3OC(C)(C)C(C)(C)O3)[CH:12]=[CH:11][N:10]=2)[CH:5]=[CH:4][N:3]=1.[CH2:24]([N:31]1[CH2:40][CH2:39][C:38]2[N:37]=[CH:36][C:35](Br)=[CH:34][C:33]=2[C:32]1=[O:42])[C:25]1[CH:30]=[CH:29][CH:28]=[CH:27][CH:26]=1.C(Cl)Cl. (6) Given the product [Cl:1][C:2]1[CH:7]=[CH:6][C:5]([CH:8]([C:26]2[CH:27]=[CH:28][C:29]([Cl:32])=[CH:30][CH:31]=2)[C:9]2[CH:10]=[C:11]3[C:16](=[CH:17][CH:18]=2)[N:15]=[N:14][CH:13]=[C:12]3[NH:19][CH:20]2[CH2:21][CH2:22][N:23]([S:41]([C:44]3[CH:45]=[C:46]([CH:50]=[CH:51][CH:52]=3)[C:47]([OH:49])=[O:48])(=[O:43])=[O:42])[CH2:24][CH2:25]2)=[CH:4][CH:3]=1, predict the reactants needed to synthesize it. The reactants are: [Cl:1][C:2]1[CH:7]=[CH:6][C:5]([CH:8]([C:26]2[CH:31]=[CH:30][C:29]([Cl:32])=[CH:28][CH:27]=2)[C:9]2[CH:10]=[C:11]3[C:16](=[CH:17][CH:18]=2)[N:15]=[N:14][CH:13]=[C:12]3[NH:19][CH:20]2[CH2:25][CH2:24][NH:23][CH2:22][CH2:21]2)=[CH:4][CH:3]=1.C(N(CC)CC)C.Cl[S:41]([C:44]1[CH:45]=[C:46]([CH:50]=[CH:51][CH:52]=1)[C:47]([OH:49])=[O:48])(=[O:43])=[O:42].